From a dataset of NCI-60 drug combinations with 297,098 pairs across 59 cell lines. Regression. Given two drug SMILES strings and cell line genomic features, predict the synergy score measuring deviation from expected non-interaction effect. (1) Drug 1: C1CCN(CC1)CCOC2=CC=C(C=C2)C(=O)C3=C(SC4=C3C=CC(=C4)O)C5=CC=C(C=C5)O. Drug 2: CCC(=C(C1=CC=CC=C1)C2=CC=C(C=C2)OCCN(C)C)C3=CC=CC=C3.C(C(=O)O)C(CC(=O)O)(C(=O)O)O. Cell line: NCI-H460. Synergy scores: CSS=-1.74, Synergy_ZIP=1.91, Synergy_Bliss=2.08, Synergy_Loewe=2.16, Synergy_HSA=-0.948. (2) Drug 2: CC1=C(C(=O)C2=C(C1=O)N3CC4C(C3(C2COC(=O)N)OC)N4)N. Cell line: OVCAR-4. Synergy scores: CSS=8.36, Synergy_ZIP=-4.39, Synergy_Bliss=-5.28, Synergy_Loewe=-6.89, Synergy_HSA=-6.82. Drug 1: CC1=C2C(C(=O)C3(C(CC4C(C3C(C(C2(C)C)(CC1OC(=O)C(C(C5=CC=CC=C5)NC(=O)OC(C)(C)C)O)O)OC(=O)C6=CC=CC=C6)(CO4)OC(=O)C)O)C)O. (3) Drug 1: CCCS(=O)(=O)NC1=C(C(=C(C=C1)F)C(=O)C2=CNC3=C2C=C(C=N3)C4=CC=C(C=C4)Cl)F. Drug 2: C1CCC(C(C1)N)N.C(=O)(C(=O)[O-])[O-].[Pt+4]. Cell line: A549. Synergy scores: CSS=7.78, Synergy_ZIP=-4.10, Synergy_Bliss=-0.0184, Synergy_Loewe=-4.59, Synergy_HSA=-1.32. (4) Drug 1: C1=CC(=CC=C1CCC2=CNC3=C2C(=O)NC(=N3)N)C(=O)NC(CCC(=O)O)C(=O)O. Drug 2: CC1C(C(CC(O1)OC2CC(CC3=C2C(=C4C(=C3O)C(=O)C5=CC=CC=C5C4=O)O)(C(=O)C)O)N)O. Cell line: U251. Synergy scores: CSS=51.7, Synergy_ZIP=-3.58, Synergy_Bliss=-11.0, Synergy_Loewe=15.2, Synergy_HSA=-2.01. (5) Drug 1: CC12CCC3C(C1CCC2=O)CC(=C)C4=CC(=O)C=CC34C. Drug 2: C1CN1P(=S)(N2CC2)N3CC3. Cell line: COLO 205. Synergy scores: CSS=52.7, Synergy_ZIP=-0.839, Synergy_Bliss=4.31, Synergy_Loewe=-3.70, Synergy_HSA=4.83.